This data is from Forward reaction prediction with 1.9M reactions from USPTO patents (1976-2016). The task is: Predict the product of the given reaction. (1) Given the reactants Br[C:2]1[C:11]2[C:6](=[CH:7][C:8]([O:14][CH3:15])=[C:9]([O:12][CH3:13])[CH:10]=2)[N:5]=[N:4][CH:3]=1.[CH3:16][O:17][C:18]1[CH:19]=[C:20]([CH:24]2[CH2:29][NH:28][C:27](=[O:30])[CH2:26][O:25]2)[CH:21]=[CH:22][CH:23]=1.C(=O)([O-])[O-].[K+].[K+].CNCCNC.O1CCCC1, predict the reaction product. The product is: [CH3:13][O:12][C:9]1[CH:10]=[C:11]2[C:6](=[CH:7][C:8]=1[O:14][CH3:15])[N:5]=[N:4][CH:3]=[C:2]2[N:28]1[CH2:29][CH:24]([C:20]2[CH:21]=[CH:22][CH:23]=[C:18]([O:17][CH3:16])[CH:19]=2)[O:25][CH2:26][C:27]1=[O:30]. (2) Given the reactants [H-].[Na+].[C:3]1(=[O:8])[O:7][CH2:6][CH2:5][CH2:4]1.[C:9]([C:13]1[CH:14]=[C:15]([C:19](=[O:21])[CH3:20])[CH:16]=[CH:17][CH:18]=1)([CH3:12])([CH3:11])[CH3:10].[Cl-].[NH4+], predict the reaction product. The product is: [O:21]=[C:19]([C:15]1[CH:16]=[CH:17][CH:18]=[C:13]([C:9]([CH3:12])([CH3:11])[CH3:10])[CH:14]=1)[CH2:20][C:3](=[O:8])[CH2:4][CH2:5][CH2:6][OH:7]. (3) Given the reactants [Br:1][C:2]1[C:3]([F:10])=[C:4]([CH2:8][OH:9])[CH:5]=[CH:6][CH:7]=1.FC(F)(F)[C:13]([O-])=[O:14].[Tl+].C(O)(C(F)(F)F)=O.[Cl-].[Li+].[O-2].[Mg+2], predict the reaction product. The product is: [Br:1][C:2]1[CH:7]=[CH:6][C:5]2[C:13](=[O:14])[O:9][CH2:8][C:4]=2[C:3]=1[F:10]. (4) Given the reactants COCCOC[N:7]1[C:15](=[O:16])[C:14]2[N:13]=[C:12]([S:17][C:18]3[CH:23]=[CH:22][C:21]([C:24]([F:27])([F:26])[F:25])=[CH:20][CH:19]=3)[N:11]([CH2:28][CH2:29][CH2:30][CH3:31])[C:10]=2[N:9]=C1.[OH-].[Na+].Cl, predict the reaction product. The product is: [F:27][C:24]([F:25])([F:26])[C:21]1[CH:22]=[CH:23][C:18]([S:17][C:12]2[N:11]([CH2:28][CH2:29][CH2:30][CH3:31])[C:10]([NH2:9])=[C:14]([C:15]([NH2:7])=[O:16])[N:13]=2)=[CH:19][CH:20]=1. (5) The product is: [C:1]([O:5][C:6](=[O:31])[NH:7][CH2:8][C:9]1[CH:14]=[CH:13][C:12]([C:15]2[N:19]3[CH:20]=[CH:21][C:22]([C:24]4[CH:25]=[N:26][C:27]([N:36]5[CH2:37][CH2:38][N:33]([CH3:32])[CH2:34][CH2:35]5)=[CH:28][CH:29]=4)=[CH:23][C:18]3=[N:17][CH:16]=2)=[CH:11][CH:10]=1)([CH3:4])([CH3:3])[CH3:2]. Given the reactants [C:1]([O:5][C:6](=[O:31])[NH:7][CH2:8][C:9]1[CH:14]=[CH:13][C:12]([C:15]2[N:19]3[CH:20]=[CH:21][C:22]([C:24]4[CH:25]=[N:26][C:27](F)=[CH:28][CH:29]=4)=[CH:23][C:18]3=[N:17][CH:16]=2)=[CH:11][CH:10]=1)([CH3:4])([CH3:3])[CH3:2].[CH3:32][N:33]1[CH2:38][CH2:37][NH:36][CH2:35][CH2:34]1.C([O-])([O-])=O.[K+].[K+], predict the reaction product. (6) Given the reactants [Br:1][C:2]1[CH:3]=[C:4]([CH2:9][OH:10])[C:5]([Cl:8])=[N:6][CH:7]=1.CC(OI1(OC(C)=O)(OC(C)=O)OC(=O)C2C=CC=CC1=2)=O, predict the reaction product. The product is: [Br:1][C:2]1[CH:7]=[N:6][C:5]([Cl:8])=[C:4]([CH:3]=1)[CH:9]=[O:10].